Dataset: Full USPTO retrosynthesis dataset with 1.9M reactions from patents (1976-2016). Task: Predict the reactants needed to synthesize the given product. (1) Given the product [Br:20][C:12]1[C:2]([F:1])=[CH:3][C:4]2[NH:9][C:8](=[O:10])[CH2:7][O:6][C:5]=2[CH:11]=1, predict the reactants needed to synthesize it. The reactants are: [F:1][C:2]1[CH:12]=[CH:11][C:5]2[O:6][CH2:7][C:8](=[O:10])[NH:9][C:4]=2[CH:3]=1.C1C(=O)N([Br:20])C(=O)C1. (2) Given the product [F:15][C:16]1[CH:24]=[CH:23][C:19]([C:20]([NH:14][CH2:13][C@H:10]2[CH2:11][CH2:12][C@@H:7]([C:1]3[CH:6]=[CH:5][CH:4]=[CH:3][CH:2]=3)[CH2:8][CH2:9]2)=[O:21])=[CH:18][CH:17]=1, predict the reactants needed to synthesize it. The reactants are: [C:1]1([C@@H:7]2[CH2:12][CH2:11][C@H:10]([CH2:13][NH2:14])[CH2:9][CH2:8]2)[CH:6]=[CH:5][CH:4]=[CH:3][CH:2]=1.[F:15][C:16]1[CH:24]=[CH:23][C:19]([C:20](Cl)=[O:21])=[CH:18][CH:17]=1.CCN(CC)CC. (3) Given the product [OH:4][CH:3]([C:5]1[CH:10]=[CH:9][CH:8]=[CH:7][CH:6]=1)[CH2:2][NH:1][C:27]([CH:20]1[CH2:19][CH:18]([CH3:30])[CH2:23][CH2:22][CH:21]1[CH:24]([CH3:26])[CH3:25])=[O:28], predict the reactants needed to synthesize it. The reactants are: [NH2:1][CH2:2][CH:3]([C:5]1[CH:10]=[CH:9][CH:8]=[CH:7][CH:6]=1)[OH:4].C(N(CC)CC)C.[CH:18]1([CH3:30])[CH2:23][CH2:22][CH:21]([CH:24]([CH3:26])[CH3:25])[CH:20]([C:27](Cl)=[O:28])[CH2:19]1.